Dataset: Full USPTO retrosynthesis dataset with 1.9M reactions from patents (1976-2016). Task: Predict the reactants needed to synthesize the given product. (1) Given the product [Cl:7][C:8]1[CH:13]=[C:12]([NH:14][C:15]2[C:24]3[C:19](=[CH:20][CH:21]=[CH:22][C:23]=3[O:25][CH2:26][C:27]([N:30]([CH3:31])[CH3:32])([CH3:28])[CH3:29])[N:18]=[CH:17][N:16]=2)[CH:11]=[CH:10][C:9]=1[O:33][CH2:59][C:54]1[CH:55]=[CH:56][CH:57]=[CH:58][N:53]=1, predict the reactants needed to synthesize it. The reactants are: C(=O)([O-])[O-].[K+].[K+].[Cl:7][C:8]1[CH:13]=[C:12]([NH:14][C:15]2[C:24]3[C:19](=[CH:20][CH:21]=[CH:22][C:23]=3[O:25][CH2:26][C:27]([N:30]([CH3:32])[CH3:31])([CH3:29])[CH3:28])[N:18]=[CH:17][N:16]=2)[CH:11]=[CH:10][C:9]=1[OH:33].C1OCCOCCOCCOCCOCCOC1.Cl.[N:53]1[CH:58]=[CH:57][CH:56]=[CH:55][C:54]=1[CH2:59]Cl. (2) Given the product [Cl:19][C:16]1[CH:15]=[CH:14][C:13]([C:4]2[C:3]([C@H:20]([OH:23])[CH2:21][OH:22])=[C:2]([CH3:25])[CH:11]=[C:10]3[C:5]=2[CH:6]=[CH:7][C:8]([CH3:12])=[N:9]3)=[CH:18][CH:17]=1, predict the reactants needed to synthesize it. The reactants are: Cl[C:2]1[CH:11]=[C:10]2[C:5]([CH:6]=[CH:7][C:8]([CH3:12])=[N:9]2)=[C:4]([C:13]2[CH:18]=[CH:17][C:16]([Cl:19])=[CH:15][CH:14]=2)[C:3]=1[C@H:20]([OH:23])[CH2:21][OH:22].Cl[C:25]1C=CC(C2C(C=C)=C(C)C=C3C=2C=CC(C)=N3)=CC=1. (3) Given the product [F:8][CH:5]1[CH2:4][CH:3]([C:9]([CH:11]2[CH2:16][CH2:15][N:14]([CH3:17])[CH2:13][CH2:12]2)=[O:10])[CH:2]([CH:18]([CH3:22])[CH3:19])[CH2:7][CH2:6]1, predict the reactants needed to synthesize it. The reactants are: Br[CH:2]1[CH2:7][CH2:6][CH:5]([F:8])[CH2:4][CH:3]1[C:9]([CH:11]1[CH2:16][CH2:15][N:14]([CH3:17])[CH2:13][CH2:12]1)=[O:10].[CH2:18]1[CH2:22]OC[CH2:19]1. (4) Given the product [CH3:21][C:2]1([CH3:22])[O:1][S@:24](=[O:23])[N:10]([S:11]([C:14]2[CH:15]=[CH:16][C:17]([CH3:20])=[CH:18][CH:19]=2)(=[O:13])=[O:12])[C@@H:3]1[C:4]1[CH:5]=[CH:6][CH:7]=[CH:8][CH:9]=1, predict the reactants needed to synthesize it. The reactants are: [OH:1][C:2]([CH3:22])([CH3:21])[C@H:3]([NH:10][S:11]([C:14]1[CH:19]=[CH:18][C:17]([CH3:20])=[CH:16][CH:15]=1)(=[O:13])=[O:12])[C:4]1[CH:9]=[CH:8][CH:7]=[CH:6][CH:5]=1.[O:23]=[S:24](Cl)Cl.N1C=CC=CC=1. (5) The reactants are: [CH3:1][O:2][C:3]1[CH:8]=[C:7]([N+:9]([O-:11])=[O:10])[CH:6]=[CH:5][C:4]=1[N:12]1[CH:17]=[CH:16][CH:15]=[C:14]([CH2:18][C:19](O)=[O:20])[C:13]1=[O:22].B.ClCCl.[OH-].[Na+]. Given the product [OH:20][CH2:19][CH2:18][C:14]1[C:13](=[O:22])[N:12]([C:4]2[CH:5]=[CH:6][C:7]([N+:9]([O-:11])=[O:10])=[CH:8][C:3]=2[O:2][CH3:1])[CH:17]=[CH:16][CH:15]=1, predict the reactants needed to synthesize it. (6) Given the product [NH2:41][C:39](=[O:40])[CH2:38][NH:29][C:27](=[O:28])[C:26]1[CH:30]=[CH:31][CH:32]=[C:24]([N:20]2[C:21]3[C:17](=[CH:16][C:15]([O:14][C@H:7]([C:8]4[CH:9]=[CH:10][CH:11]=[CH:12][CH:13]=4)[C@@H:6]([NH:5][C:3](=[O:4])[C:2]([F:1])([F:35])[CH3:34])[CH3:33])=[CH:23][CH:22]=3)[CH:18]=[N:19]2)[CH:25]=1, predict the reactants needed to synthesize it. The reactants are: [F:1][C:2]([F:35])([CH3:34])[C:3]([NH:5][C@@H:6]([CH3:33])[C@H:7]([O:14][C:15]1[CH:16]=[C:17]2[C:21](=[CH:22][CH:23]=1)[N:20]([C:24]1[CH:25]=[C:26]([CH:30]=[CH:31][CH:32]=1)[C:27]([NH2:29])=[O:28])[N:19]=[CH:18]2)[C:8]1[CH:13]=[CH:12][CH:11]=[CH:10][CH:9]=1)=[O:4].Cl.N[CH2:38][C:39]([NH2:41])=[O:40].